From a dataset of Full USPTO retrosynthesis dataset with 1.9M reactions from patents (1976-2016). Predict the reactants needed to synthesize the given product. Given the product [O:1]([C:3]1[CH:8]=[CH:7][C:6]([C:9]2[N:18]=[C:17]([C:19]([N:28]3[CH2:27][CH2:26][C:25]4[C:30](=[CH:31][CH:32]=[C:33]([OH:34])[C:24]=4[OH:23])[CH2:29]3)=[O:21])[C:16]3[C:11](=[CH:12][CH:13]=[CH:14][CH:15]=3)[N:10]=2)=[CH:5][CH:4]=1)[CH3:2], predict the reactants needed to synthesize it. The reactants are: [O:1]([C:3]1[CH:8]=[CH:7][C:6]([C:9]2[N:18]=[C:17]([C:19]([OH:21])=O)[C:16]3[C:11](=[CH:12][CH:13]=[CH:14][CH:15]=3)[N:10]=2)=[CH:5][CH:4]=1)[CH3:2].Br.[OH:23][C:24]1[C:33]([OH:34])=[CH:32][CH:31]=[C:30]2[C:25]=1[CH2:26][CH2:27][NH:28][CH2:29]2.